Dataset: Full USPTO retrosynthesis dataset with 1.9M reactions from patents (1976-2016). Task: Predict the reactants needed to synthesize the given product. (1) Given the product [CH3:46][O:45][C:43]([NH:1][C:2]1[CH:3]=[C:4]([C:8](=[O:41])[CH2:9][N:10]2[C:19](=[O:20])[C:18]3[N:17]([CH2:21][CH:22]=[C:23]([CH3:25])[CH3:24])[C:16]([N:26]4[CH2:31][CH2:30][CH2:29][CH:28]([NH:32][C:33]([O:35][C:36]([CH3:39])([CH3:38])[CH3:37])=[O:34])[CH2:27]4)=[N:15][C:14]=3[N:13]([CH3:40])[C:11]2=[O:12])[CH:5]=[CH:6][CH:7]=1)=[O:44], predict the reactants needed to synthesize it. The reactants are: [NH2:1][C:2]1[CH:3]=[C:4]([C:8](=[O:41])[CH2:9][N:10]2[C:19](=[O:20])[C:18]3[N:17]([CH2:21][CH:22]=[C:23]([CH3:25])[CH3:24])[C:16]([N:26]4[CH2:31][CH2:30][CH2:29][CH:28]([NH:32][C:33]([O:35][C:36]([CH3:39])([CH3:38])[CH3:37])=[O:34])[CH2:27]4)=[N:15][C:14]=3[N:13]([CH3:40])[C:11]2=[O:12])[CH:5]=[CH:6][CH:7]=1.Cl[C:43]([O:45][CH3:46])=[O:44].C(N(CC)CC)C. (2) Given the product [F:12][C:7]1[CH:6]=[CH:5][C:4]([CH:3]=[O:2])=[CH:11][C:8]=1[CH2:9][OH:10], predict the reactants needed to synthesize it. The reactants are: C[O:2][CH:3](OC)[C:4]1[CH:5]=[CH:6][C:7]([F:12])=[C:8]([CH:11]=1)[CH:9]=[O:10].[H-].[Al+3].[Li+].[H-].[H-].[H-].C(OCC)C.O. (3) Given the product [Cl:1][C:2]1[CH:7]=[CH:6][N:5]=[C:4]2[CH:8]=[C:9]([Sn:20]([CH2:22][CH2:23][CH2:24][CH3:25])([CH2:26][CH2:27][CH2:28][CH3:29])[CH2:16][CH2:17][CH2:18][CH3:19])[S:10][C:3]=12, predict the reactants needed to synthesize it. The reactants are: [Cl:1][C:2]1[CH:7]=[CH:6][N:5]=[C:4]2[CH:8]=[CH:9][S:10][C:3]=12.[Li]CCCC.[CH2:16]([Sn:20]([CH2:26][CH2:27][CH2:28][CH3:29])([CH2:22][CH2:23][CH2:24][CH3:25])Cl)[CH2:17][CH2:18][CH3:19].CCOC(C)=O.CCCCCC. (4) Given the product [Br:1][C:2]1[C:6]2[S:7][C:8]([C:10]#[N:12])=[CH:9][C:5]=2[S:4][CH:3]=1, predict the reactants needed to synthesize it. The reactants are: [Br:1][C:2]1[C:6]2[S:7][C:8]([C:10]([NH2:12])=O)=[CH:9][C:5]=2[S:4][CH:3]=1.CS(Cl)(=O)=O. (5) Given the product [CH2:1]([C:5]1[N:9]([C:10]2[CH:15]=[CH:14][CH:13]=[CH:12][CH:11]=2)[N:8]=[C:7]([CH2:16][NH:17][S:32]([C:26]2[CH:31]=[CH:30][CH:29]=[CH:28][CH:27]=2)(=[O:34])=[O:33])[C:6]=1[CH3:18])[CH:2]([CH3:4])[CH3:3], predict the reactants needed to synthesize it. The reactants are: [CH2:1]([C:5]1[N:9]([C:10]2[CH:15]=[CH:14][CH:13]=[CH:12][CH:11]=2)[N:8]=[C:7]([CH2:16][NH2:17])[C:6]=1[CH3:18])[CH:2]([CH3:4])[CH3:3].C(N(CC)CC)C.[C:26]1([S:32](Cl)(=[O:34])=[O:33])[CH:31]=[CH:30][CH:29]=[CH:28][CH:27]=1. (6) Given the product [CH3:34][N:33]([CH3:35])[C:31]([C@@H:30]1[CH2:36][CH2:37][CH2:38][N:29]1[C:24](=[O:25])[CH2:23][N:20]1[CH2:21][CH2:22][N:17]([C:15](=[O:16])[CH2:14][C:12]2[N:13]=[C:9]([NH:8][C:6](=[O:7])[C:5]3[CH:27]=[CH:28][C:2]([Cl:1])=[CH:3][CH:4]=3)[S:10][CH:11]=2)[CH2:18][CH2:19]1)=[O:32], predict the reactants needed to synthesize it. The reactants are: [Cl:1][C:2]1[CH:28]=[CH:27][C:5]([C:6]([NH:8][C:9]2[S:10][CH:11]=[C:12]([CH2:14][C:15]([N:17]3[CH2:22][CH2:21][N:20]([CH2:23][C:24](O)=[O:25])[CH2:19][CH2:18]3)=[O:16])[N:13]=2)=[O:7])=[CH:4][CH:3]=1.[NH:29]1[CH2:38][CH2:37][CH2:36][C@H:30]1[C:31]([N:33]([CH3:35])[CH3:34])=[O:32]. (7) Given the product [F:1][C:2]1[CH:3]=[C:4]([NH2:10])[C:5]([NH:8][CH3:9])=[CH:6][CH:7]=1, predict the reactants needed to synthesize it. The reactants are: [F:1][C:2]1[CH:7]=[CH:6][C:5]([NH:8][CH3:9])=[C:4]([N+:10]([O-])=O)[CH:3]=1. (8) The reactants are: [CH:1]([Si:4]([CH:17]([CH3:19])[CH3:18])([CH:14]([CH3:16])[CH3:15])[O:5][C:6]([C:8]1[CH:13]=[CH:12][CH:11]=[CH:10][N:9]=1)=[CH2:7])([CH3:3])[CH3:2].C1C(=O)N([Cl:27])C(=O)C1.CCOCC. Given the product [CH:17]([Si:4]([CH:1]([CH3:2])[CH3:3])([CH:14]([CH3:16])[CH3:15])[O:5][C:6]([C:8]1[CH:13]=[CH:12][CH:11]=[CH:10][N:9]=1)=[CH:7][Cl:27])([CH3:19])[CH3:18], predict the reactants needed to synthesize it. (9) Given the product [CH3:1][O:2][C:3]([C:4]1[CH:5]=[C:6]2[C:7](=[CH:8][CH:9]=1)[NH:10][CH:18]([C:17]1[CH:20]=[C:13]([Br:12])[CH:14]=[CH:15][C:16]=1[CH2:21][CH3:22])[CH2:23][C:24]2([CH3:26])[CH3:25])=[O:11], predict the reactants needed to synthesize it. The reactants are: [CH3:1][O:2][C:3](=[O:11])[C:4]1[CH:9]=[CH:8][C:7]([NH2:10])=[CH:6][CH:5]=1.[Br:12][C:13]1[CH:14]=[CH:15][C:16]([CH2:21][CH3:22])=[C:17]([CH:20]=1)[CH:18]=O.[CH2:23]=[C:24]([CH3:26])[CH3:25].FC(F)(F)S([O-])(=O)=O.[Yb+3].FC(F)(F)S([O-])(=O)=O.FC(F)(F)S([O-])(=O)=O. (10) Given the product [F:44][CH2:45][CH2:46][CH2:47][N:40]([CH3:39])[CH2:41][CH2:42][O:43][C:2]1[CH:3]=[CH:4][C:5]([CH:8]2[C:17]([C:18]3[CH:23]=[CH:22][CH:21]=[C:20]([OH:24])[CH:19]=3)=[C:16]([CH3:31])[C:15]3[C:10](=[CH:11][CH:12]=[C:13]([OH:32])[CH:14]=3)[O:9]2)=[CH:6][CH:7]=1, predict the reactants needed to synthesize it. The reactants are: I[C:2]1[CH:7]=[CH:6][C:5]([CH:8]2[C:17]([C:18]3[CH:23]=[CH:22][CH:21]=[C:20]([O:24]C4CCCCO4)[CH:19]=3)=[C:16]([CH3:31])[C:15]3[C:10](=[CH:11][CH:12]=[C:13]([O:32]C4CCCCO4)[CH:14]=3)[O:9]2)=[CH:4][CH:3]=1.[CH3:39][NH:40][CH2:41][CH2:42][OH:43].[F:44][CH2:45][CH2:46][CH2:47]I.